The task is: Predict the reactants needed to synthesize the given product.. This data is from Full USPTO retrosynthesis dataset with 1.9M reactions from patents (1976-2016). (1) Given the product [F:13][C:11]([F:14])([F:12])[C:9]1[CH:8]=[CH:7][C:3]2[C:4]([OH:5])=[N:6][CH:15]=[N:1][C:2]=2[N:10]=1, predict the reactants needed to synthesize it. The reactants are: [NH2:1][C:2]1[N:10]=[C:9]([C:11]([F:14])([F:13])[F:12])[CH:8]=[CH:7][C:3]=1[C:4]([NH2:6])=[O:5].[CH:15](OC)(OC)OC. (2) Given the product [CH:1]1([C:4]2[CH:5]=[N:6][C:7]([NH:17][C:18]3[CH:26]=[CH:25][CH:24]=[C:23]4[C:19]=3[CH:20]=[CH:21][N:22]4[CH2:27][CH:28]3[CH2:30][CH2:29]3)=[C:8]([CH:16]=2)[C:9]([OH:11])=[O:10])[CH2:3][CH2:2]1, predict the reactants needed to synthesize it. The reactants are: [CH:1]1([C:4]2[CH:5]=[N:6][C:7]([NH:17][C:18]3[CH:26]=[CH:25][CH:24]=[C:23]4[C:19]=3[CH:20]=[CH:21][N:22]4[CH2:27][CH:28]3[CH2:30][CH2:29]3)=[C:8]([CH:16]=2)[C:9]([O:11]C(C)(C)C)=[O:10])[CH2:3][CH2:2]1.[OH-].[Na+]. (3) Given the product [CH3:11][C:7]1[C:3]2[C:4](=[O:6])[O:5][C:15]([CH2:14][C:13](=[O:17])[CH3:12])=[N:1][C:2]=2[CH:10]=[CH:9][CH:8]=1, predict the reactants needed to synthesize it. The reactants are: [NH2:1][C:2]1[CH:10]=[CH:9][CH:8]=[C:7]([CH3:11])[C:3]=1[C:4]([OH:6])=[O:5].[CH2:12]=[C:13]1[O:17][C:15](=O)[CH2:14]1.C(Cl)(Cl)(Cl)Cl.C(OC(=O)C)(=O)C. (4) Given the product [F:1][C:2]([F:33])([F:32])[C:3]1[CH:4]=[C:5]([CH:25]=[C:26]([C:28]([F:31])([F:30])[F:29])[CH:27]=1)[CH2:6][N:7]([CH3:24])[C:8](=[O:23])[C:9]1[C:14]([C:15]2[CH:20]=[CH:19][CH:18]=[CH:17][C:16]=2[CH3:21])=[CH:13][C:12]([N:34]2[CH:38]=[N:37][CH:36]=[N:35]2)=[N:11][CH:10]=1, predict the reactants needed to synthesize it. The reactants are: [F:1][C:2]([F:33])([F:32])[C:3]1[CH:4]=[C:5]([CH:25]=[C:26]([C:28]([F:31])([F:30])[F:29])[CH:27]=1)[CH2:6][N:7]([CH3:24])[C:8](=[O:23])[C:9]1[C:14]([C:15]2[CH:20]=[CH:19][CH:18]=[CH:17][C:16]=2[CH3:21])=[CH:13][C:12](Cl)=[N:11][CH:10]=1.[NH:34]1[CH:38]=[N:37][CH:36]=[N:35]1.